From a dataset of NCI-60 drug combinations with 297,098 pairs across 59 cell lines. Regression. Given two drug SMILES strings and cell line genomic features, predict the synergy score measuring deviation from expected non-interaction effect. (1) Drug 1: CCC(=C(C1=CC=CC=C1)C2=CC=C(C=C2)OCCN(C)C)C3=CC=CC=C3.C(C(=O)O)C(CC(=O)O)(C(=O)O)O. Drug 2: CC1=C(C=C(C=C1)C(=O)NC2=CC(=CC(=C2)C(F)(F)F)N3C=C(N=C3)C)NC4=NC=CC(=N4)C5=CN=CC=C5. Cell line: UACC-257. Synergy scores: CSS=0.684, Synergy_ZIP=-1.37, Synergy_Bliss=-2.43, Synergy_Loewe=-3.87, Synergy_HSA=-3.00. (2) Drug 1: CC1C(C(CC(O1)OC2CC(CC3=C2C(=C4C(=C3O)C(=O)C5=C(C4=O)C(=CC=C5)OC)O)(C(=O)C)O)N)O.Cl. Drug 2: C1=NNC2=C1C(=O)NC=N2. Cell line: NCI-H460. Synergy scores: CSS=27.0, Synergy_ZIP=-1.38, Synergy_Bliss=0.803, Synergy_Loewe=-16.4, Synergy_HSA=-0.301. (3) Drug 1: CC1C(C(CC(O1)OC2CC(CC3=C2C(=C4C(=C3O)C(=O)C5=C(C4=O)C(=CC=C5)OC)O)(C(=O)C)O)N)O.Cl. Drug 2: C1=CC(=CC=C1C#N)C(C2=CC=C(C=C2)C#N)N3C=NC=N3. Cell line: OVCAR3. Synergy scores: CSS=6.34, Synergy_ZIP=-4.93, Synergy_Bliss=-3.91, Synergy_Loewe=-21.7, Synergy_HSA=-4.71.